The task is: Predict the reaction yield, written as a fraction of the theoretical maximum amount of product (1.0 means a 100% yield; for example, 0.34 means a 34% yield).. This data is from Reaction yield outcomes from USPTO patents with 853,638 reactions. (1) The reactants are ClC1C=C(Cl)C=CC=1CN1[C:9](/C=C/C(O)=O)=[CH:8][C:7]([O:15]C(C)C)=[N:6]1.[CH3:24][CH:25]([CH3:32])[CH2:26][CH2:27][S:28](N)(=[O:30])=[O:29].N12CCCN=C1CCCCC2. The catalyst is CN(C)C=O. The product is [CH3:24][CH:25]([CH3:32])[CH2:26][CH2:27][S:28]([NH:6][C:7](=[O:15])[CH:8]=[CH2:9])(=[O:30])=[O:29]. The yield is 0.280. (2) The reactants are [F:1][C:2]1([CH2:8][OH:9])[CH2:7][CH2:6][CH2:5][CH2:4][CH2:3]1.C(N(CC)CC)C.[F:17][C:18]([F:31])([F:30])[S:19](O[S:19]([C:18]([F:31])([F:30])[F:17])(=[O:21])=[O:20])(=[O:21])=[O:20].O. The catalyst is C(Cl)Cl. The product is [F:17][C:18]([F:31])([F:30])[S:19]([O:9][CH2:8][C:2]1([F:1])[CH2:7][CH2:6][CH2:5][CH2:4][CH2:3]1)(=[O:21])=[O:20]. The yield is 0.971. (3) The reactants are [CH2:1]([OH:19])[CH2:2][CH2:3][CH2:4][CH2:5][CH2:6][CH2:7][CH2:8]/[CH:9]=[CH:10]\[CH2:11]/[CH:12]=[CH:13]\[CH2:14][CH2:15][CH2:16][CH2:17][CH3:18].C(N(CC)CC)C.[CH3:27][S:28](Cl)(=[O:30])=[O:29]. The catalyst is C(Cl)Cl. The product is [S:28]([O:19][CH2:1][CH2:2][CH2:3][CH2:4][CH2:5][CH2:6][CH2:7][CH2:8]/[CH:9]=[CH:10]\[CH2:11]/[CH:12]=[CH:13]\[CH2:14][CH2:15][CH2:16][CH2:17][CH3:18])(=[O:30])(=[O:29])[CH3:27]. The yield is 0.970. (4) The reactants are [OH:1][C:2]1[CH:3]=[C:4]([C:14]2[N:15](C(OC(C)(C)C)=O)[C:16]([C:19]3[S:20][CH:21]=[CH:22][N:23]=3)=[CH:17][CH:18]=2)[CH:5]=[C:6]([O:8][C@@H:9]([CH3:13])[CH2:10][O:11][CH3:12])[CH:7]=1.F[C:32]1[CH:43]=[CH:42][C:35]([C:36]([N:38]2[CH2:41][CH2:40][CH2:39]2)=[O:37])=[CH:34][C:33]=1[C:44]([F:47])([F:46])[F:45].[H-].[Na+].[Cl-].[NH4+]. The catalyst is CS(C)=O. The product is [N:38]1([C:36]([C:35]2[CH:42]=[CH:43][C:32]([O:1][C:2]3[CH:3]=[C:4]([C:14]4[NH:15][C:16]([C:19]5[S:20][CH:21]=[CH:22][N:23]=5)=[CH:17][CH:18]=4)[CH:5]=[C:6]([O:8][C@@H:9]([CH3:13])[CH2:10][O:11][CH3:12])[CH:7]=3)=[C:33]([C:44]([F:45])([F:46])[F:47])[CH:34]=2)=[O:37])[CH2:41][CH2:40][CH2:39]1. The yield is 0.680. (5) The reactants are I[C:2]1[C:3]([CH2:16][OH:17])=[N:4][N:5]([CH2:7][CH2:8][O:9][CH:10]2[CH2:15][CH2:14][CH2:13][CH2:12][O:11]2)[CH:6]=1.[C:18]([C:22]1[CH:26]=[C:25]([NH2:27])[NH:24][N:23]=1)([CH3:21])([CH3:20])[CH3:19].C(=O)([O-])[O-].[K+].[K+].CN[C@@H]1CCCC[C@H]1NC. The catalyst is C1(C)C(C)=CC=CC=1.O.[OH-].[NH4+].CCOC(C)=O.[Cu]I. The product is [NH2:27][C:25]1[N:24]([C:2]2[C:3]([CH2:16][OH:17])=[N:4][N:5]([CH2:7][CH2:8][O:9][CH:10]3[CH2:15][CH2:14][CH2:13][CH2:12][O:11]3)[CH:6]=2)[N:23]=[C:22]([C:18]([CH3:21])([CH3:20])[CH3:19])[CH:26]=1. The yield is 0.630. (6) The reactants are [C:1]1([C:11]2[CH:16]=[CH:15][CH:14]=[CH:13][C:12]=2[C:17]2(O)[C:30]3[CH:29]=[CH:28][CH:27]=[CH:26][C:25]=3[C:24]([C:32]3[CH:37]=[CH:36][CH:35]=[CH:34][C:33]=3[C:38]3[C:47]4[C:42](=[CH:43][CH:44]=[CH:45][CH:46]=4)[CH:41]=[CH:40][CH:39]=3)(O)[C:23]3[C:18]2=[CH:19][CH:20]=[CH:21][CH:22]=3)[C:10]2[C:5](=[CH:6][CH:7]=[CH:8][CH:9]=2)[CH:4]=[CH:3][CH:2]=1.I.[PH2](O)=O. The catalyst is C(O)(=O)C. The product is [C:38]1([C:33]2[CH:34]=[CH:35][CH:36]=[CH:37][C:32]=2[C:24]2[C:25]3[C:30]([C:17]([C:12]4[CH:13]=[CH:14][CH:15]=[CH:16][C:11]=4[C:1]4[C:10]5[C:5](=[CH:6][CH:7]=[CH:8][CH:9]=5)[CH:4]=[CH:3][CH:2]=4)=[C:18]4[C:23]=2[CH:22]=[CH:21][CH:20]=[CH:19]4)=[CH:29][CH:28]=[CH:27][CH:26]=3)[C:47]2[C:42](=[CH:43][CH:44]=[CH:45][CH:46]=2)[CH:41]=[CH:40][CH:39]=1. The yield is 0.960. (7) The reactants are C(NC(C)C)(C)C.C([Li])CCC.CCCCCC.[Li+].CC([N-]C(C)C)C.[F:27][C:28]1[N:33]=[CH:32][C:31]([CH2:34][N:35]2[CH2:40][CH2:39][O:38][CH2:37][CH2:36]2)=[CH:30][CH:29]=1.[B:41](OC(C)C)([O:46]C(C)C)[O:42]C(C)C. The catalyst is O1CCCC1. The product is [F:27][C:28]1[C:29]([B:41]([OH:46])[OH:42])=[CH:30][C:31]([CH2:34][N:35]2[CH2:40][CH2:39][O:38][CH2:37][CH2:36]2)=[CH:32][N:33]=1. The yield is 0.990. (8) The reactants are [N+:1]([C:4]1[CH:5]=[C:6]2[C:10](=[CH:11][CH:12]=1)[NH:9][C:8](=[O:13])[CH2:7]2)([O-])=O.C(O)C. The catalyst is O1CCCC1.[Pd]. The product is [NH2:1][C:4]1[CH:5]=[C:6]2[C:10](=[CH:11][CH:12]=1)[NH:9][C:8](=[O:13])[CH2:7]2. The yield is 1.00. (9) The reactants are [Br:1][C:2]1[CH:3]=[C:4]2[C:8](=[CH:9][CH:10]=1)[N:7](C(=O)C)[CH2:6][CH2:5]2.C([O-])([O-])=O.[Na+].[Na+]. The catalyst is Cl. The product is [Br:1][C:2]1[CH:3]=[C:4]2[C:8](=[CH:9][CH:10]=1)[NH:7][CH2:6][CH2:5]2. The yield is 0.550.